From a dataset of Peptide-MHC class I binding affinity with 185,985 pairs from IEDB/IMGT. Regression. Given a peptide amino acid sequence and an MHC pseudo amino acid sequence, predict their binding affinity value. This is MHC class I binding data. (1) The peptide sequence is RQFPTAFEH. The MHC is Mamu-B52 with pseudo-sequence Mamu-B52. The binding affinity (normalized) is 0.420. (2) The peptide sequence is TVMDIISRK. The MHC is HLA-B83:01 with pseudo-sequence HLA-B83:01. The binding affinity (normalized) is 0.213. (3) The peptide sequence is MMKLGISPSK. The MHC is HLA-A03:01 with pseudo-sequence HLA-A03:01. The binding affinity (normalized) is 0.774. (4) The peptide sequence is TIHLATAPK. The MHC is HLA-B15:01 with pseudo-sequence HLA-B15:01. The binding affinity (normalized) is 0.0847.